Dataset: Catalyst prediction with 721,799 reactions and 888 catalyst types from USPTO. Task: Predict which catalyst facilitates the given reaction. (1) Reactant: O([C:9]([O:11][C:12]([CH3:15])([CH3:14])[CH3:13])=[O:10])[C:9]([O:11][C:12]([CH3:15])([CH3:14])[CH3:13])=[O:10].[Br:16][C:17]1[CH:22]=[CH:21][C:20]([CH:23]([C:27]2[CH:32]=[CH:31][C:30]([OH:33])=[CH:29][CH:28]=2)[CH2:24][NH:25][CH3:26])=[CH:19][CH:18]=1. Product: [C:12]([O:11][C:9](=[O:10])[N:25]([CH2:24][CH:23]([C:20]1[CH:19]=[CH:18][C:17]([Br:16])=[CH:22][CH:21]=1)[C:27]1[CH:28]=[CH:29][C:30]([OH:33])=[CH:31][CH:32]=1)[CH3:26])([CH3:13])([CH3:14])[CH3:15]. The catalyst class is: 4. (2) Reactant: [Br:1][C:2]1[C:7](=[O:8])[N:6](CC2C=CC(OC)=CC=2)[C:5]([C:18](=[O:32])[CH:19]([C:25]2(O)[CH2:30][CH2:29][CH2:28][CH2:27][CH2:26]2)[C:20]([O:22][CH2:23][CH3:24])=[O:21])=[C:4]([CH3:33])[CH:3]=1.FC(F)(F)C(O)=O. Product: [Br:1][C:2]1[C:7](=[O:8])[N:6]2[C:5](=[C:4]([CH3:33])[CH:3]=1)[C:18](=[O:32])[CH:19]([C:20]([O:22][CH2:23][CH3:24])=[O:21])[C:25]12[CH2:26][CH2:27][CH2:28][CH2:29][CH2:30]1. The catalyst class is: 26. (3) Reactant: [CH3:1][N:2]1[C:6]([C:7]([OH:9])=O)=[CH:5][CH:4]=[N:3]1.S(Cl)(Cl)=O.[NH2:14][C:15]1[CH:16]=[C:17]([CH:30]=[CH:31][CH:32]=1)[C:18]([C:20]1[CH:28]=[C:27]2[C:23]([CH2:24][C:25](=[O:29])[NH:26]2)=[CH:22][CH:21]=1)=[O:19]. Product: [O:29]=[C:25]1[CH2:24][C:23]2[C:27](=[CH:28][C:20]([C:18]([C:17]3[CH:16]=[C:15]([NH:14][C:7]([C:6]4[N:2]([CH3:1])[N:3]=[CH:4][CH:5]=4)=[O:9])[CH:32]=[CH:31][CH:30]=3)=[O:19])=[CH:21][CH:22]=2)[NH:26]1. The catalyst class is: 1. (4) Reactant: Br[C:2]1[S:3][C:4]([C:28]2[CH:29]=[C:30]([CH3:34])[CH:31]=[CH:32][CH:33]=2)=[C:5]([C:7]([N:9]2[CH2:14][C@@H:13]3[C@@H:11]([CH2:12]3)[C@H:10]2[CH2:15][NH:16][C:17]([C:19]2[N:26]3[C:22]([S:23][CH:24]=[CH:25]3)=[N:21][C:20]=2[CH3:27])=[O:18])=[O:8])[N:6]=1.CCN(CC)CC.[CH2:42]([OH:45])[C:43]#[CH:44]. Product: [OH:45][CH2:42][C:43]#[C:44][C:2]1[S:3][C:4]([C:28]2[CH:29]=[C:30]([CH3:34])[CH:31]=[CH:32][CH:33]=2)=[C:5]([C:7]([N:9]2[CH2:14][C@@H:13]3[C@@H:11]([CH2:12]3)[C@H:10]2[CH2:15][NH:16][C:17]([C:19]2[N:26]3[C:22]([S:23][CH:24]=[CH:25]3)=[N:21][C:20]=2[CH3:27])=[O:18])=[O:8])[N:6]=1. The catalyst class is: 540. (5) Reactant: O.[NH2:2][NH2:3].[CH2:4]([O:11][C:12]([NH:14][C@H:15]1[CH2:18][C@H:17]([C:19]([O:21]C)=O)[CH2:16]1)=[O:13])[C:5]1[CH:10]=[CH:9][CH:8]=[CH:7][CH:6]=1. Product: [NH:2]([C:19]([C@H:17]1[CH2:18][C@H:15]([NH:14][C:12](=[O:13])[O:11][CH2:4][C:5]2[CH:10]=[CH:9][CH:8]=[CH:7][CH:6]=2)[CH2:16]1)=[O:21])[NH2:3]. The catalyst class is: 5. (6) Reactant: Cl[C:2]1[C:11]2[C:6](=[CH:7][CH:8]=[CH:9][CH:10]=2)[C:5]([CH2:12][C:13]2[CH:18]=[CH:17][N:16]=[CH:15][CH:14]=2)=[N:4][N:3]=1.[F:19][C:20]1[C:28]([OH:29])=[CH:27][CH:26]=[C:25]2[C:21]=1[CH:22]=[CH:23][NH:24]2.C(=O)([O-])[O-].[Cs+].[Cs+]. Product: [F:19][C:20]1[C:28]([O:29][C:2]2[C:11]3[C:6](=[CH:7][CH:8]=[CH:9][CH:10]=3)[C:5]([CH2:12][C:13]3[CH:18]=[CH:17][N:16]=[CH:15][CH:14]=3)=[N:4][N:3]=2)=[CH:27][CH:26]=[C:25]2[C:21]=1[CH:22]=[CH:23][NH:24]2. The catalyst class is: 3.